From a dataset of Reaction yield outcomes from USPTO patents with 853,638 reactions. Predict the reaction yield, written as a fraction of the theoretical maximum amount of product (1.0 means a 100% yield; for example, 0.34 means a 34% yield). The product is [NH2:1][CH:4]1[CH:8]([CH3:9])[CH2:7][CH:6]([NH:10][S:11]([CH:14]2[CH2:15][CH2:16]2)(=[O:13])=[O:12])[CH2:5]1. The reactants are [N:1]([CH:4]1[CH:8]([CH3:9])[CH2:7][CH:6]([NH:10][S:11]([CH:14]2[CH2:16][CH2:15]2)(=[O:13])=[O:12])[CH2:5]1)=C=O.[Li+].[OH-]. The catalyst is C1COCC1. The yield is 0.740.